From a dataset of CYP2C9 inhibition data for predicting drug metabolism from PubChem BioAssay. Regression/Classification. Given a drug SMILES string, predict its absorption, distribution, metabolism, or excretion properties. Task type varies by dataset: regression for continuous measurements (e.g., permeability, clearance, half-life) or binary classification for categorical outcomes (e.g., BBB penetration, CYP inhibition). Dataset: cyp2c9_veith. (1) The result is 1 (inhibitor). The drug is CCOC(=O)c1c(C(C)(C)C)oc2ccc(O)cc12. (2) The drug is COCCCC/C(=N/OCCN)c1ccc(C(F)(F)F)cc1. The result is 1 (inhibitor).